This data is from Experimentally validated miRNA-target interactions with 360,000+ pairs, plus equal number of negative samples. The task is: Binary Classification. Given a miRNA mature sequence and a target amino acid sequence, predict their likelihood of interaction. The miRNA is hsa-miR-18b-3p with sequence UGCCCUAAAUGCCCCUUCUGGC. The protein sequence of the target gene is MSGLRPGTQVDPEIELFVKAGSDGESIGNCPFCQRLFMILWLKGVKFNVTTVDMTRKPEELKDLAPGTNPPFLVYNKELKTDFIKIEEFLEQTLAPPRYPHLSPKYKESFDVGCNLFAKFSAYIKNTQKEANKNFEKSLLKEFKRLDDYLNTPLLDEIDPDSAEEPPVSRRLFLDGDQLTLADCSLLPKLNIIKVAAKKYRDFDIPAEFSGVWRYLHNAYAREEFTHTCPEDKEIENTYANVAKQKS. Result: 0 (no interaction).